From a dataset of Catalyst prediction with 721,799 reactions and 888 catalyst types from USPTO. Predict which catalyst facilitates the given reaction. (1) Reactant: C([Li])CCC.C(NC(C)C)(C)C.[F:13][C:14]1[CH:19]=[C:18]([I:20])[CH:17]=[CH:16][C:15]=1[NH2:21].[Cl:22][C:23]1[C:24](=[O:36])[N:25]2[C:29](=[C:30]([C:33]([OH:35])=[O:34])[C:31]=1Cl)[CH2:28][CH2:27][CH2:26]2.Cl. Product: [Cl:22][C:23]1[C:24](=[O:36])[N:25]2[C:29](=[C:30]([C:33]([OH:35])=[O:34])[C:31]=1[NH:21][C:15]1[CH:16]=[CH:17][C:18]([I:20])=[CH:19][C:14]=1[F:13])[CH2:28][CH2:27][CH2:26]2. The catalyst class is: 165. (2) Reactant: [C:1]1([C:7]2[CH:8]=[C:9]([C:22]([NH2:24])=[O:23])[C:10]3[CH:11]=[N:12][N:13]([CH:16]4[CH2:21][CH2:20][NH:19][CH2:18][CH2:17]4)[C:14]=3[CH:15]=2)[CH:6]=[CH:5][CH:4]=[CH:3][CH:2]=1.[CH:25](=O)[C:26]1[CH:31]=[CH:30][CH:29]=[CH:28][CH:27]=1.C(O)(=O)C.C([BH3-])#N. Product: [C:1]1([C:7]2[CH:8]=[C:9]([C:22]([NH2:24])=[O:23])[C:10]3[CH:11]=[N:12][N:13]([CH:16]4[CH2:21][CH2:20][N:19]([CH2:25][C:26]5[CH:31]=[CH:30][CH:29]=[CH:28][CH:27]=5)[CH2:18][CH2:17]4)[C:14]=3[CH:15]=2)[CH:2]=[CH:3][CH:4]=[CH:5][CH:6]=1. The catalyst class is: 198. (3) Reactant: [F:1][C:2]([F:13])([F:12])[C:3]1[CH:11]=[CH:10][CH:9]=[CH:8][C:4]=1[C:5](Cl)=[O:6].[CH2:14]1[C:18]2[CH2:19][NH:20][CH2:21][C:17]=2[CH2:16][N:15]1[C:22]1[S:23][C:24]([C:27]([O:29][CH2:30][CH3:31])=[O:28])=[CH:25][N:26]=1.FC(F)(F)C(O)=O.C(N(CC)CC)C. Product: [F:1][C:2]([F:13])([F:12])[C:3]1[CH:11]=[CH:10][CH:9]=[CH:8][C:4]=1[C:5]([N:20]1[CH2:21][C:17]2[CH2:16][N:15]([C:22]3[S:23][C:24]([C:27]([O:29][CH2:30][CH3:31])=[O:28])=[CH:25][N:26]=3)[CH2:14][C:18]=2[CH2:19]1)=[O:6]. The catalyst class is: 202. (4) Reactant: [C:1]([O:5][C:6]([NH:8][CH2:9][CH2:10][CH2:11][NH2:12])=[O:7])([CH3:4])([CH3:3])[CH3:2].[CH:13]([P:15](=[O:22])([O:19][CH2:20][CH3:21])[O:16][CH2:17][CH3:18])=[CH2:14]. Product: [CH2:17]([O:16][P:15]([CH2:13][CH2:14][NH:12][CH2:11][CH2:10][CH2:9][NH:8][C:6]([O:5][C:1]([CH3:4])([CH3:3])[CH3:2])=[O:7])(=[O:22])[O:19][CH2:20][CH3:21])[CH3:18]. The catalyst class is: 5. (5) Reactant: C(OC(=O)[NH:7][CH2:8][CH2:9][C:10]1[CH:15]=[CH:14][C:13]([O:16][CH2:17][CH2:18][C:19]2[CH:24]=[CH:23][C:22]([O:25][CH2:26][C:27]3[CH:32]=[CH:31][CH:30]=[CH:29][CH:28]=3)=[C:21]([C@@H:33]([C:43]3[CH:48]=[CH:47][CH:46]=[CH:45][CH:44]=3)[CH2:34][CH2:35][N:36]([CH:40]([CH3:42])[CH3:41])[CH:37]([CH3:39])[CH3:38])[CH:20]=2)=[CH:12][CH:11]=1)(C)(C)C.Cl.[CH2:51]([O:58][C:59]1[CH:64]=[CH:63][C:62]([C@@H:65]([O:68][Si:69]([C:72]([CH3:75])([CH3:74])[CH3:73])([CH3:71])[CH3:70])[CH2:66]Br)=[CH:61][C:60]=1[CH2:76][OH:77])[C:52]1[CH:57]=[CH:56][CH:55]=[CH:54][CH:53]=1.C(=O)([O-])O.[Na+]. Product: [NH3:7].[CH2:51]([O:58][C:59]1[CH:64]=[CH:63][C:62]([C@@H:65]([O:68][Si:69]([C:72]([CH3:75])([CH3:74])[CH3:73])([CH3:71])[CH3:70])[CH2:66][NH:7][CH2:8][CH2:9][C:10]2[CH:11]=[CH:12][C:13]([O:16][CH2:17][CH2:18][C:19]3[CH:24]=[CH:23][C:22]([O:25][CH2:26][C:27]4[CH:28]=[CH:29][CH:30]=[CH:31][CH:32]=4)=[C:21]([C@@H:33]([C:43]4[CH:44]=[CH:45][CH:46]=[CH:47][CH:48]=4)[CH2:34][CH2:35][N:36]([CH:37]([CH3:39])[CH3:38])[CH:40]([CH3:42])[CH3:41])[CH:20]=3)=[CH:14][CH:15]=2)=[CH:61][C:60]=1[CH2:76][OH:77])[C:52]1[CH:57]=[CH:56][CH:55]=[CH:54][CH:53]=1. The catalyst class is: 708. (6) Reactant: Cl[C:2]1[C:7]([CH:8]=[O:9])=[C:6]([N:10]2[CH2:22][CH2:21][C:20]3[N:19]4[C:14]([CH2:15][CH2:16][CH2:17][CH2:18]4)=[C:13]([F:23])[C:12]=3[C:11]2=[O:24])[N:5]=[CH:4][CH:3]=1.[CH3:25][N:26]1[CH:31]=[C:30](B2OC(C)(C)C(C)(C)O2)[CH:29]=[C:28]([NH:41][C:42]2[CH:51]=[C:45]3[CH2:46][N:47]([CH3:50])[CH2:48][CH2:49][N:44]3[N:43]=2)[C:27]1=[O:52].C([O-])([O-])=O.[Na+].[Na+].CN(C=O)C. The catalyst class is: 263. Product: [F:23][C:13]1[C:12]2[C:11](=[O:24])[N:10]([C:6]3[C:7]([CH:8]=[O:9])=[C:2]([C:30]4[CH:29]=[C:28]([NH:41][C:42]5[CH:51]=[C:45]6[CH2:46][N:47]([CH3:50])[CH2:48][CH2:49][N:44]6[N:43]=5)[C:27](=[O:52])[N:26]([CH3:25])[CH:31]=4)[CH:3]=[CH:4][N:5]=3)[CH2:22][CH2:21][C:20]=2[N:19]2[C:14]=1[CH2:15][CH2:16][CH2:17][CH2:18]2. (7) Reactant: C([O:3][C:4](=[O:36])[CH2:5][CH2:6][NH:7][C:8](=[O:35])[C:9]1[CH:14]=[CH:13][C:12]([CH:15]([CH:29]2[CH2:32][C:31]([CH3:34])([CH3:33])[CH2:30]2)[NH:16][C:17]2[C:26]([CH3:27])=[CH:25][C:24]3[C:19](=[CH:20][CH:21]=[C:22]([F:28])[CH:23]=3)[N:18]=2)=[CH:11][CH:10]=1)C.FC1C=C2C(=CC=1)[N+]([O-])=CC(C)=C2.[OH-].[Na+].Cl. Product: [CH3:33][C:31]1([CH3:34])[CH2:32][CH:29]([CH:15]([NH:16][C:17]2[C:26]([CH3:27])=[CH:25][C:24]3[C:19](=[CH:20][CH:21]=[C:22]([F:28])[CH:23]=3)[N:18]=2)[C:12]2[CH:11]=[CH:10][C:9]([C:8]([NH:7][CH2:6][CH2:5][C:4]([OH:36])=[O:3])=[O:35])=[CH:14][CH:13]=2)[CH2:30]1. The catalyst class is: 83.